Dataset: Forward reaction prediction with 1.9M reactions from USPTO patents (1976-2016). Task: Predict the product of the given reaction. (1) Given the reactants S(Cl)(Cl)=O.[CH:5]1([CH2:8][C:9]([OH:11])=O)[CH2:7][CH2:6]1.[Cl:12][C:13]1[C:18]([N:19]2[CH2:24][CH2:23][CH:22]([C:25]3[CH:30]=[CH:29][CH:28]=[CH:27][C:26]=3[CH3:31])[CH2:21][CH2:20]2)=[CH:17][N:16]=[N:15][C:14]=1[NH:32][NH2:33].C(=O)(O)[O-].[Na+], predict the reaction product. The product is: [Cl:12][C:13]1[C:18]([N:19]2[CH2:20][CH2:21][CH:22]([C:25]3[CH:30]=[CH:29][CH:28]=[CH:27][C:26]=3[CH3:31])[CH2:23][CH2:24]2)=[CH:17][N:16]=[N:15][C:14]=1[NH:32][NH:33][C:9](=[O:11])[CH2:8][CH:5]1[CH2:6][CH2:7]1. (2) Given the reactants [NH2:1][C:2]1[CH:7]=[CH:6][CH:5]=[CH:4][N:3]=1.Cl[C:9]([O:11][C:12]1[CH:17]=[CH:16][C:15]([N+:18]([O-:20])=[O:19])=[CH:14][CH:13]=1)=[O:10].C(N(CC)C(C)C)(C)C.O, predict the reaction product. The product is: [N+:18]([C:15]1[CH:14]=[CH:13][C:12]([O:11][C:9](=[O:10])[NH:1][C:2]2[CH:7]=[CH:6][CH:5]=[CH:4][N:3]=2)=[CH:17][CH:16]=1)([O-:20])=[O:19]. (3) Given the reactants C[O:2][C:3]1[N:8]=[CH:7][C:6]([C:9]2[C:13]3=[N:14][CH:15]=[CH:16][CH:17]=[C:12]3[N:11]([CH:18]([CH3:20])[CH3:19])[N:10]=2)=[CH:5][CH:4]=1.Cl, predict the reaction product. The product is: [CH3:20][CH:18]([N:11]1[C:12]2[C:13](=[N:14][CH:15]=[CH:16][CH:17]=2)[C:9]([C:6]2[CH:5]=[CH:4][C:3]([OH:2])=[N:8][CH:7]=2)=[N:10]1)[CH3:19]. (4) Given the reactants Br[C:2]1[CH:3]=[CH:4][C:5]([N:10]2[CH:14]=[C:13]([CH3:15])[N:12]=[CH:11]2)=[C:6]([CH:9]=1)[C:7]#[N:8].[NH2:16][C:17]1[N:21]=[CH:20][N:19]([CH2:22][C:23]2[CH:30]=[CH:29][C:26]([C:27]#[N:28])=[CH:25][CH:24]=2)[N:18]=1, predict the reaction product. The product is: [C:27]([C:26]1[CH:25]=[CH:24][C:23]([CH2:22][N:19]2[CH:20]=[N:21][C:17]([NH:16][C:2]3[CH:3]=[CH:4][C:5]([N:10]4[CH:14]=[C:13]([CH3:15])[N:12]=[CH:11]4)=[C:6]([CH:9]=3)[C:7]#[N:8])=[N:18]2)=[CH:30][CH:29]=1)#[N:28]. (5) The product is: [NH2:2][C:5]1[C:6]([OH:21])=[C:7]([C:12]2[CH:17]=[CH:16][CH:15]=[C:14]([C:18]([OH:20])=[O:19])[CH:13]=2)[CH:8]=[C:9]([F:11])[CH:10]=1. Given the reactants Br.[N+:2]([C:5]1[C:6]([OH:21])=[C:7]([C:12]2[CH:17]=[CH:16][CH:15]=[C:14]([C:18]([OH:20])=[O:19])[CH:13]=2)[CH:8]=[C:9]([F:11])[CH:10]=1)([O-])=O.C([O-])=O.[NH4+], predict the reaction product.